Dataset: Buchwald-Hartwig C-N cross coupling reaction yields with 55,370 reactions. Task: Predict the reaction yield, written as a fraction of the theoretical maximum amount of product (1.0 means a 100% yield; for example, 0.34 means a 34% yield). (1) The reactants are CCc1ccc(I)cc1.Cc1ccc(N)cc1.O=S(=O)(O[Pd]1c2ccccc2-c2ccccc2N~1)C(F)(F)F.COc1ccc(OC)c(P([C@]23C[C@H]4C[C@H](C[C@H](C4)C2)C3)[C@]23C[C@H]4C[C@H](C[C@H](C4)C2)C3)c1-c1c(C(C)C)cc(C(C)C)cc1C(C)C.CCN=P(N=P(N(C)C)(N(C)C)N(C)C)(N(C)C)N(C)C.c1ccc(-c2cnoc2)cc1. No catalyst specified. The product is CCc1ccc(Nc2ccc(C)cc2)cc1. The yield is 0.264. (2) No catalyst specified. The product is CCc1ccc(Nc2ccc(C)cc2)cc1. The yield is 0.0175. The reactants are CCc1ccc(Cl)cc1.Cc1ccc(N)cc1.O=S(=O)(O[Pd]1c2ccccc2-c2ccccc2N~1)C(F)(F)F.COc1ccc(OC)c(P([C@]23C[C@H]4C[C@H](C[C@H](C4)C2)C3)[C@]23C[C@H]4C[C@H](C[C@H](C4)C2)C3)c1-c1c(C(C)C)cc(C(C)C)cc1C(C)C.CN1CCCN2CCCN=C12.c1ccc2oncc2c1. (3) The reactants are COc1ccc(Cl)cc1.Cc1ccc(N)cc1.O=S(=O)(O[Pd]1c2ccccc2-c2ccccc2N~1)C(F)(F)F.COc1ccc(OC)c(P([C@]23C[C@H]4C[C@H](C[C@H](C4)C2)C3)[C@]23C[C@H]4C[C@H](C[C@H](C4)C2)C3)c1-c1c(C(C)C)cc(C(C)C)cc1C(C)C.CN1CCCN2CCCN=C12.COC(=O)c1cc(-c2ccco2)on1. No catalyst specified. The product is COc1ccc(Nc2ccc(C)cc2)cc1. The yield is 0. (4) The reactants are Brc1cccnc1.Cc1ccc(N)cc1.O=S(=O)(O[Pd]1c2ccccc2-c2ccccc2N~1)C(F)(F)F.CC(C)c1cc(C(C)C)c(-c2ccccc2P(C(C)(C)C)C(C)(C)C)c(C(C)C)c1.CN1CCCN2CCCN=C12.COC(=O)c1cc(-c2ccco2)on1. No catalyst specified. The product is Cc1ccc(Nc2cccnc2)cc1. The yield is 0.780. (5) The reactants are COc1ccc(Cl)cc1.Cc1ccc(N)cc1.O=S(=O)(O[Pd]1c2ccccc2-c2ccccc2N~1)C(F)(F)F.CC(C)c1cc(C(C)C)c(-c2ccccc2P(C(C)(C)C)C(C)(C)C)c(C(C)C)c1.CN1CCCN2CCCN=C12.COC(=O)c1cc(-c2cccs2)on1. No catalyst specified. The product is COc1ccc(Nc2ccc(C)cc2)cc1. The yield is 0.00382. (6) The product is Cc1ccc(Nc2ccccn2)cc1. The yield is 0.797. No catalyst specified. The reactants are Brc1ccccn1.Cc1ccc(N)cc1.O=S(=O)(O[Pd]1c2ccccc2-c2ccccc2N~1)C(F)(F)F.COc1ccc(OC)c(P(C(C)(C)C)C(C)(C)C)c1-c1c(C(C)C)cc(C(C)C)cc1C(C)C.CCN=P(N=P(N(C)C)(N(C)C)N(C)C)(N(C)C)N(C)C.Cc1cc(C)on1. (7) No catalyst specified. The yield is 0.582. The product is Cc1ccc(Nc2ccccn2)cc1. The reactants are Ic1ccccn1.Cc1ccc(N)cc1.O=S(=O)(O[Pd]1c2ccccc2-c2ccccc2N~1)C(F)(F)F.COc1ccc(OC)c(P(C(C)(C)C)C(C)(C)C)c1-c1c(C(C)C)cc(C(C)C)cc1C(C)C.CCN=P(N=P(N(C)C)(N(C)C)N(C)C)(N(C)C)N(C)C.c1ccc(CN(Cc2ccccc2)c2ccno2)cc1.